Dataset: Catalyst prediction with 721,799 reactions and 888 catalyst types from USPTO. Task: Predict which catalyst facilitates the given reaction. (1) Reactant: [CH3:1][O:2][C:3]1[CH:4]=[C:5](/[C:11](=[CH:14]/[C:15]2[S:16][C:17]([N:20]3[CH2:25][CH2:24][CH:23]([OH:26])[CH2:22][CH2:21]3)=[CH:18][CH:19]=2)/[C:12]#[N:13])[CH:6]=[CH:7][C:8]=1[O:9][CH3:10].[Na+].[CH2:28]([N:30]([CH2:35][CH3:36])[CH2:31][C:32]([O-])=[O:33])[CH3:29].C1(C)C=CC(S(Cl)(=O)=O)=CC=1. Product: [CH2:28]([N:30]([CH2:31][C:32]([O:26][CH:23]1[CH2:22][CH2:21][N:20]([C:17]2[S:16][C:15](/[CH:14]=[C:11](\[C:12]#[N:13])/[C:5]3[CH:6]=[CH:7][C:8]([O:9][CH3:10])=[C:3]([O:2][CH3:1])[CH:4]=3)=[CH:19][CH:18]=2)[CH2:25][CH2:24]1)=[O:33])[CH2:35][CH3:36])[CH3:29]. The catalyst class is: 17. (2) Reactant: [CH3:1][C@H:2]1[O:7][C@@H:6]([CH3:8])[CH2:5][N:4]([CH2:9][C@:10]([OH:30])([CH3:29])[CH2:11][O:12][C:13]2[CH:14]=[CH:15][C:16]3[C:17]4[N:18]([CH2:26][CH2:27][N:28]=4)[C:19]([NH2:25])=[N:20][C:21]=3[C:22]=2[O:23][CH3:24])[CH2:3]1.[C:31](O)(=[O:38])[C:32]1[CH:37]=[CH:36][CH:35]=[N:34][CH:33]=1.C1CN([P+](ON2N=NC3C=CC=CC2=3)(N2CCCC2)N2CCCC2)CC1.F[P-](F)(F)(F)(F)F.C(N(C(C)C)CC)(C)C. Product: [CH3:1][C@H:2]1[O:7][C@@H:6]([CH3:8])[CH2:5][N:4]([CH2:9][C@:10]([OH:30])([CH3:29])[CH2:11][O:12][C:13]2[CH:14]=[CH:15][C:16]3[C:17]4[N:18]([CH2:26][CH2:27][N:28]=4)[C:19]([NH:25][C:31]([C:32]4[CH:33]=[N:34][CH:35]=[CH:36][CH:37]=4)=[O:38])=[N:20][C:21]=3[C:22]=2[O:23][CH3:24])[CH2:3]1. The catalyst class is: 3. (3) Reactant: [S:1]1[CH:5]=[C:4]([C:6]2[CH:11]=[CH:10][C:9]([C:12]3[N:16]([C:17]4[CH:18]=[CH:19][C:20]([S:23]([NH2:26])(=[O:25])=[O:24])=[N:21][CH:22]=4)[N:15]=[C:14]([C:27]([F:30])([F:29])[F:28])[CH:13]=3)=[CH:8][CH:7]=2)[N:3]=[CH:2]1.[ClH:31]. Product: [ClH:31].[S:1]1[CH:5]=[C:4]([C:6]2[CH:11]=[CH:10][C:9]([C:12]3[N:16]([C:17]4[CH:18]=[CH:19][C:20]([S:23]([NH2:26])(=[O:24])=[O:25])=[N:21][CH:22]=4)[N:15]=[C:14]([C:27]([F:28])([F:29])[F:30])[CH:13]=3)=[CH:8][CH:7]=2)[N:3]=[CH:2]1. The catalyst class is: 4. (4) Reactant: C1(C)C=CC(S(O)(=O)=O)=CC=1.[CH2:12]([N:14]1[CH2:19][CH2:18][C:17](O)([C:20]2[CH:25]=[CH:24][CH:23]=[C:22]([O:26][CH:27]([CH3:29])[CH3:28])[CH:21]=2)[CH2:16][CH2:15]1)[CH3:13].O.[OH-].[Na+]. Product: [NH3:14].[CH2:12]([N:14]1[CH2:15][CH:16]=[C:17]([C:20]2[CH:25]=[CH:24][CH:23]=[C:22]([O:26][CH:27]([CH3:28])[CH3:29])[CH:21]=2)[CH2:18][CH2:19]1)[CH3:13]. The catalyst class is: 11. (5) Reactant: Cl[C:2]1[C:11]2=[N:12][N:13](CC3C=CC(OC)=CC=3)[CH:14]=[C:10]2[C:9]2[C:8]([F:24])=[CH:7][CH:6]=[CH:5][C:4]=2[N:3]=1.[CH3:25][O:26][C:27]1[CH:28]=[C:29]([CH:31]=[CH:32][C:33]=1[O:34][CH3:35])[NH2:30].Cl. Product: [CH3:25][O:26][C:27]1[CH:28]=[C:29]([NH:30][C:2]2[C:11]3[NH:12][N:13]=[CH:14][C:10]=3[C:9]3[C:8]([F:24])=[CH:7][CH:6]=[CH:5][C:4]=3[N:3]=2)[CH:31]=[CH:32][C:33]=1[O:34][CH3:35]. The catalyst class is: 71. (6) Reactant: F[C:2]1[CH:7]=[CH:6][CH:5]=[CH:4][C:3]=1[S:8]([NH:11][C:12]1[C:21]([C:22]([OH:24])=[O:23])=[C:20]2[C:15]([CH:16]3[CH2:25][CH:17]3[CH2:18][O:19]2)=[CH:14][CH:13]=1)(=[O:10])=[O:9].[CH3:26][N:27]([CH3:34])[CH2:28][CH2:29][CH2:30][CH2:31][NH:32][CH3:33].C(N(CC)CC)C. Product: [CH3:26][N:27]([CH3:34])[CH2:28][CH2:29][CH2:30][CH2:31][N:32]([C:2]1[CH:7]=[CH:6][CH:5]=[CH:4][C:3]=1[S:8]([NH:11][C:12]1[C:21]([C:22]([OH:24])=[O:23])=[C:20]2[C:15]([CH:16]3[CH2:25][CH:17]3[CH2:18][O:19]2)=[CH:14][CH:13]=1)(=[O:10])=[O:9])[CH3:33]. The catalyst class is: 37. (7) Reactant: CC(OC(/N=N/C(OC(C)C)=O)=O)C.[OH:15][C:16]1[CH:17]=[C:18]([CH:23]=[C:24]([O:26][CH2:27][C:28]2[CH:33]=[CH:32][CH:31]=[CH:30][CH:29]=2)[CH:25]=1)[C:19]([O:21][CH3:22])=[O:20].[F:34][CH2:35][CH:36](O)[CH2:37][F:38].C1(P(C2C=CC=CC=2)C2C=CC=CC=2)C=CC=CC=1. Product: [F:34][CH2:35][CH:36]([O:15][C:16]1[CH:17]=[C:18]([CH:23]=[C:24]([O:26][CH2:27][C:28]2[CH:33]=[CH:32][CH:31]=[CH:30][CH:29]=2)[CH:25]=1)[C:19]([O:21][CH3:22])=[O:20])[CH2:37][F:38]. The catalyst class is: 1.